From a dataset of Retrosynthesis with 50K atom-mapped reactions and 10 reaction types from USPTO. Predict the reactants needed to synthesize the given product. (1) Given the product CN([C@@H]1CCc2ccc(C(=O)O)cc21)S(=O)(=O)c1ccccc1Cl, predict the reactants needed to synthesize it. The reactants are: COC(=O)c1ccc2c(c1)[C@H](N(C)S(=O)(=O)c1ccccc1Cl)CC2. (2) Given the product COc1cc(-c2nn(C3CCN(Cc4c[nH]nc4C)C3)c3ncnc(N)c23)ccc1NC(=O)c1cc2ccccc2n1C, predict the reactants needed to synthesize it. The reactants are: COc1cc(-c2nn(C3CCNC3)c3ncnc(N)c23)ccc1NC(=O)c1cc2ccccc2n1C.Cc1n[nH]cc1C=O.